Dataset: Reaction yield outcomes from USPTO patents with 853,638 reactions. Task: Predict the reaction yield, written as a fraction of the theoretical maximum amount of product (1.0 means a 100% yield; for example, 0.34 means a 34% yield). (1) The reactants are [NH2:1][C:2]1[N:7]=[CH:6][N:5]=[C:4]2[N:8]([C@@H:26]3[CH2:31][CH2:30][CH2:29][N:28]([C:32](=[O:36])[CH2:33][C:34]#[N:35])[CH2:27]3)[N:9]=[C:10]([C:11]3[CH:16]=[CH:15][C:14]([O:17][C:18]4[CH:23]=[C:22]([F:24])[CH:21]=[C:20]([F:25])[CH:19]=4)=[CH:13][CH:12]=3)[C:3]=12.[CH:37]1([CH:40]=O)[CH2:39][CH2:38]1.N1CCCCC1.ClCCl. The catalyst is CO. The product is [NH2:1][C:2]1[N:7]=[CH:6][N:5]=[C:4]2[N:8]([C@@H:26]3[CH2:31][CH2:30][CH2:29][N:28]([C:32]([C:33](=[CH:40][CH:37]4[CH2:39][CH2:38]4)[C:34]#[N:35])=[O:36])[CH2:27]3)[N:9]=[C:10]([C:11]3[CH:16]=[CH:15][C:14]([O:17][C:18]4[CH:19]=[C:20]([F:25])[CH:21]=[C:22]([F:24])[CH:23]=4)=[CH:13][CH:12]=3)[C:3]=12. The yield is 0.420. (2) The reactants are [Cl:1][C:2]1[CH:7]=[CH:6][C:5]([C:8]2([CH2:23][OH:24])[C:16]3[C:11](=[CH:12][CH:13]=[CH:14][CH:15]=3)[N:10]([CH2:17][C:18]([O:20][CH3:21])=[O:19])[C:9]2=[O:22])=[C:4](O)[CH:3]=1.ClC1C=CC(Cl)=C2C=1C(C1C(O)=CC3OCOC=3C=1)(CO)C(=O)N2CCCCC. No catalyst specified. The product is [Cl:1][C:2]1[CH:7]=[CH:6][C:5]2[C:8]3([CH2:23][O:24][C:4]=2[CH:3]=1)[C:16]1[C:11](=[CH:12][CH:13]=[CH:14][CH:15]=1)[N:10]([CH2:17][C:18]([O:20][CH3:21])=[O:19])[C:9]3=[O:22]. The yield is 0.740. (3) The reactants are [Br:1][CH2:2][CH:3](OCC)OCC.[Br:10][C:11]1[N:16]=[C:15]([NH2:17])[CH:14]=[CH:13][CH:12]=1. The catalyst is C(O)CCC. The product is [BrH:1].[Br:10][C:11]1[N:16]2[CH:2]=[CH:3][N:17]=[C:15]2[CH:14]=[CH:13][CH:12]=1. The yield is 0.810.